This data is from Full USPTO retrosynthesis dataset with 1.9M reactions from patents (1976-2016). The task is: Predict the reactants needed to synthesize the given product. (1) Given the product [Cl:23][C:24]1[CH:25]=[C:26]2[C:30](=[CH:31][CH:32]=1)[NH:29][C:28](=[O:33])[C:27]2([C:34]1[C:35]([O:40][CH2:41][CH3:42])=[N:36][CH:37]=[CH:38][CH:39]=1)[CH2:43][C:44]([N:57]1[CH2:56][CH2:55][N:54]([CH:51]2[CH2:52][CH2:53][N:48]([CH3:47])[CH2:49][CH2:50]2)[CH2:59][CH2:58]1)=[O:46], predict the reactants needed to synthesize it. The reactants are: ON1C2C=CC=CC=2N=N1.Cl.CN(C)CCCN=C=NCC.[Cl:23][C:24]1[CH:25]=[C:26]2[C:30](=[CH:31][CH:32]=1)[NH:29][C:28](=[O:33])[C:27]2([CH2:43][C:44]([OH:46])=O)[C:34]1[C:35]([O:40][CH2:41][CH3:42])=[N:36][CH:37]=[CH:38][CH:39]=1.[CH3:47][N:48]1[CH2:53][CH2:52][CH:51]([N:54]2[CH2:59][CH2:58][NH:57][CH2:56][CH2:55]2)[CH2:50][CH2:49]1.C(N(CC)CC)C. (2) Given the product [Br:1][C:23]1[C:24]2[C:15]([CH:16]=[C:17]3[C:22]=1[CH:21]=[CH:20][CH:19]=[CH:18]3)=[C:14]1[CH:9]=[CH:10][CH:11]=[C:12]([C:27]3[CH:28]=[CH:29][C:30]([CH:31]=[O:32])=[CH:33][CH:34]=3)[C:13]1=[CH:26][CH:25]=2, predict the reactants needed to synthesize it. The reactants are: [Br:1]N1C(=O)CCC1=O.[CH:9]1[C:14]2=[C:15]3[C:24](=[CH:25][CH:26]=[C:13]2[C:12]([C:27]2[CH:34]=[CH:33][C:30]([CH:31]=[O:32])=[CH:29][CH:28]=2)=[CH:11][CH:10]=1)[CH:23]=[C:22]1[C:17]([CH:18]=[CH:19][CH:20]=[CH:21]1)=[CH:16]3.C(O)C. (3) Given the product [Cl:1][C:2]1[CH:3]=[C:4]2[C:8](=[CH:9][CH:10]=1)[C:7](=[O:6])[NH:37][N:36]=[C:5]2[CH2:12][C:13]1[CH:18]=[CH:17][C:16]([F:19])=[C:15]([C:20]([N:22]2[CH2:27][CH2:26][CH:25]([O:28][CH3:29])[CH2:24][CH2:23]2)=[O:21])[CH:14]=1, predict the reactants needed to synthesize it. The reactants are: [Cl:1][C:2]1[CH:3]=[C:4]2[C:8](=[CH:9][CH:10]=1)[C:7](=O)[O:6]/[C:5]/2=[CH:12]\[C:13]1[CH:18]=[CH:17][C:16]([F:19])=[C:15]([C:20]([N:22]2[CH2:27][CH2:26][CH:25]([O:28][CH3:29])[CH2:24][CH2:23]2)=[O:21])[CH:14]=1.CN(C)C=O.O.[NH2:36][NH2:37]. (4) Given the product [CH3:16][O:15][C:9]1[CH:8]=[C:7]([S:4]([N:3]2[CH2:39][CH2:38][N:17]([S:18]([C:21]3[CH:26]=[CH:25][C:24]([O:27][CH3:28])=[C:23]([O:29][CH3:30])[CH:22]=3)(=[O:20])=[O:19])[CH2:1][C:2]2=[O:32])(=[O:6])=[O:5])[CH:12]=[CH:11][C:10]=1[O:13][CH3:14], predict the reactants needed to synthesize it. The reactants are: [CH2:1]([NH:17][S:18]([C:21]1[CH:26]=[CH:25][C:24]([O:27][CH3:28])=[C:23]([O:29][CH3:30])[CH:22]=1)(=[O:20])=[O:19])[CH2:2][NH:3][S:4]([C:7]1[CH:12]=[CH:11][C:10]([O:13][CH3:14])=[C:9]([O:15][CH3:16])[CH:8]=1)(=[O:6])=[O:5].C(=O)([O-])[O-:32].[K+].[K+].Cl[CH2:38][C:39](Cl)=O. (5) Given the product [Br:9][CH2:8][C:5]1[CH:4]=[CH:3][C:2]([Cl:1])=[CH:7][N:6]=1, predict the reactants needed to synthesize it. The reactants are: [Cl:1][C:2]1[CH:3]=[CH:4][C:5]([CH3:8])=[N:6][CH:7]=1.[Br:9]N1C(=O)CCC1=O.N(C(C)(C)C#N)=NC(C)(C)C#N. (6) Given the product [CH3:16][O:15][C:10]1[CH:11]=[C:12]2[C:7](=[CH:8][C:9]=1[O:17][CH3:18])[C:6]1=[CH:19][C:2]([O:27][C:26]3[CH:25]=[CH:24][CH:23]=[CH:22][C:21]=3[CH3:28])=[CH:29][C:4](=[O:20])[N:5]1[CH2:14][CH2:13]2, predict the reactants needed to synthesize it. The reactants are: Cl[C:2]1[CH:19]=[C:6]2[C:7]3[C:12]([CH2:13][CH2:14][N:5]2[C:4](=[O:20])N=1)=[CH:11][C:10]([O:15][CH3:16])=[C:9]([O:17][CH3:18])[CH:8]=3.[C:21]1([CH3:28])[C:26]([OH:27])=[CH:25][CH:24]=[CH:23][CH:22]=1.[C:29](=O)([O-])[O-].[K+].[K+]. (7) Given the product [CH2:13]([NH:14][CH:15]([CH3:25])[CH2:16][C:17]1[CH:18]=[CH:19][C:20]([O:23][CH3:24])=[CH:21][CH:22]=1)[C:12]1[CH:11]=[CH:10][CH:9]=[CH:36][CH:35]=1, predict the reactants needed to synthesize it. The reactants are: C(O[C:9]1[CH:36]=[CH:35][C:12]([CH2:13][N:14](CC(C2C=CC=CC=2)=O)[CH:15]([CH3:25])[CH2:16][C:17]2[CH:22]=[CH:21][C:20]([O:23][CH3:24])=[CH:19][CH:18]=2)=[CH:11][C:10]=1[N+]([O-])=O)C1C=CC=CC=1.C(OC1C=CC(C(O)CN(CC2C=CC=CC=2)C(C)CC2C=CC(OC)=CC=2)=CC=1[N+]([O-])=O)C1C=CC=CC=1.C(OC1C=CC(C(O)CN(CC2C=CC=CC=2)C(C)CC2C=CC(OC)=CC=2)=CC=1N)C1C=CC=CC=1.C(OC1C=CC(C(O)CN(CC2C=CC=CC=2)C(C)CC2C=CC(OC)=CC=2)=CC=1NC=O)C1C=CC=CC=1.